From a dataset of Catalyst prediction with 721,799 reactions and 888 catalyst types from USPTO. Predict which catalyst facilitates the given reaction. Reactant: C(OC([N:8]1[CH:12]=[C:11]([CH2:13][CH2:14]CC(=O)NCCCCCCCC)[N:10]=[C:9]1[NH2:27])=O)(C)(C)C.[N:28]#CN.C(O)C.[ClH:34]. Product: [ClH:34].[ClH:34].[NH2:28][CH2:14][CH2:13][C:11]1[N:10]=[C:9]([NH2:27])[NH:8][CH:12]=1. The catalyst class is: 72.